From a dataset of Forward reaction prediction with 1.9M reactions from USPTO patents (1976-2016). Predict the product of the given reaction. (1) Given the reactants Cl[C:2]1[CH:7]=[CH:6][C:5]([N+:8]([O-:10])=[O:9])=[CH:4][N:3]=1.[C:11]([O:15][C:16]([N:18]1[CH2:23][CH2:22][NH:21][C@H:20]([CH3:24])[CH2:19]1)=[O:17])([CH3:14])([CH3:13])[CH3:12].C(=O)([O-])[O-].[K+].[K+], predict the reaction product. The product is: [C:11]([O:15][C:16]([N:18]1[CH2:23][CH2:22][N:21]([C:2]2[CH:7]=[CH:6][C:5]([N+:8]([O-:10])=[O:9])=[CH:4][N:3]=2)[C@H:20]([CH3:24])[CH2:19]1)=[O:17])([CH3:14])([CH3:12])[CH3:13]. (2) Given the reactants C([O-])(=O)C(C)=C.C(OCCCCCCOC(=O)C(C)=C)(=O)C(C)=C.CC(CN(C1C=CC2OCOC=2C=1)C)C.[C:40]([O:45][CH2:46][CH2:47][OH:48])(=[O:44])[C:41]([CH3:43])=[CH2:42].[CH3:43][C:41]([C:40]([O:45][CH2:46][CH2:47][OH:48])=[O:44])=[CH2:42].C12(C)C(C)(C)C(CC1)C(=O)C2=O, predict the reaction product. The product is: [CH3:43][C:41]([C:40]([O:45][CH2:46][CH2:47][OH:48])=[O:44])=[CH2:42]. (3) Given the reactants [H-].[Na+].[F:3][C:4]1[CH:9]=[CH:8][CH:7]=[C:6]([C:10]2[NH:11][CH:12]=[CH:13][N:14]=2)[N:5]=1.[CH2:15]([N:18]1[C:22]2[CH:23]=[CH:24][C:25]([C:27]#[N:28])=[CH:26][C:21]=2[N:20]=[C:19]1[CH2:29]Cl)[CH2:16][CH3:17].[I-].[Na+], predict the reaction product. The product is: [CH2:15]([N:18]1[C:22]2[CH:23]=[CH:24][C:25]([C:27]#[N:28])=[CH:26][C:21]=2[N:20]=[C:19]1[CH2:29][N:11]1[CH:12]=[CH:13][N:14]=[C:10]1[C:6]1[N:5]=[C:4]([F:3])[CH:9]=[CH:8][CH:7]=1)[CH2:16][CH3:17].